This data is from Forward reaction prediction with 1.9M reactions from USPTO patents (1976-2016). The task is: Predict the product of the given reaction. (1) Given the reactants [C:1]([CH:5]1[N:14]2[C:9](=[CH:10][C:11](=[O:20])[C:12]([C:15]([O:17][CH2:18][CH3:19])=[O:16])=[CH:13]2)[C:8]2[CH:21]=[C:22]([O:26][CH3:27])[C:23]([OH:25])=[CH:24][C:7]=2[CH2:6]1)([CH3:4])([CH3:3])[CH3:2].Br[CH2:29][C:30]([CH3:34])([CH3:33])[CH2:31][OH:32].C([O-])([O-])=O.[K+].[K+], predict the reaction product. The product is: [C:1]([CH:5]1[N:14]2[C:9](=[CH:10][C:11](=[O:20])[C:12]([C:15]([O:17][CH2:18][CH3:19])=[O:16])=[CH:13]2)[C:8]2[CH:21]=[C:22]([O:26][CH3:27])[C:23]([O:25][CH2:29][C:30]([CH3:34])([CH3:33])[CH2:31][OH:32])=[CH:24][C:7]=2[CH2:6]1)([CH3:2])([CH3:3])[CH3:4]. (2) Given the reactants Cl.Cl[CH2:3][C:4]1[N:13]=[C:12]([NH:14][C:15]2[CH:20]=[CH:19][CH:18]=[C:17]([C:21]3[N:22]=[C:23]([CH3:26])[S:24][CH:25]=3)[CH:16]=2)[C:11]2[C:6](=[CH:7][C:8]([O:30][CH2:31][CH3:32])=[C:9]([O:27][CH2:28][CH3:29])[CH:10]=2)[N:5]=1.[CH3:33][NH:34][CH3:35], predict the reaction product. The product is: [CH3:33][N:34]([CH2:3][C:4]1[N:13]=[C:12]([NH:14][C:15]2[CH:20]=[CH:19][CH:18]=[C:17]([C:21]3[N:22]=[C:23]([CH3:26])[S:24][CH:25]=3)[CH:16]=2)[C:11]2[C:6](=[CH:7][C:8]([O:30][CH2:31][CH3:32])=[C:9]([O:27][CH2:28][CH3:29])[CH:10]=2)[N:5]=1)[CH3:35]. (3) The product is: [CH3:36][C:2]([CH3:1])([CH3:35])[CH2:3][CH2:4][C:5]1([NH:44][C:43](=[O:37])[CH3:42])[C:14]2[C:9](=[CH:10][CH:11]=[CH:12][CH:13]=2)[C:8]([OH:15])=[C:7]([C:16]2[NH:21][C:20]3[CH:22]=[CH:23][C:24]([NH:26][S:27]([CH3:30])(=[O:28])=[O:29])=[CH:25][C:19]=3[S:18](=[O:32])(=[O:31])[N:17]=2)[C:6]1=[O:33]. Given the reactants [CH3:1][C:2]([CH3:36])([CH3:35])[CH2:3][CH2:4][C:5]1(O)[C:14]2[C:9](=[CH:10][CH:11]=[CH:12][CH:13]=2)[C:8]([OH:15])=[C:7]([C:16]2[NH:21][C:20]3[CH:22]=[CH:23][C:24]([NH:26][S:27]([CH3:30])(=[O:29])=[O:28])=[CH:25][C:19]=3[S:18](=[O:32])(=[O:31])[N:17]=2)[C:6]1=[O:33].[OH:37]S(O)(=O)=O.[CH3:42][C:43]#[N:44], predict the reaction product. (4) Given the reactants ClC(Cl)(O[C:5](=[O:11])OC(Cl)(Cl)Cl)Cl.[C:13]([O:17][C:18]([N:20]1[CH2:23][CH:22]([N:24]2[C:28]3[N:29]=[C:30]([C:39]4[CH:44]=[CH:43][C:42]([NH2:45])=[CH:41][CH:40]=4)[N:31]=[C:32]([N:33]4[CH2:38][CH2:37][O:36][CH2:35][CH2:34]4)[C:27]=3[N:26]=[N:25]2)[CH2:21]1)=[O:19])([CH3:16])([CH3:15])[CH3:14].N[C:47]1[CH:48]=[N:49][CH:50]=[CH:51][CH:52]=1.CC[N:55](CC)CC, predict the reaction product. The product is: [N:33]1([C:32]2[C:27]3[N:26]=[N:25][N:24]([CH:22]4[CH2:23][N:20]([C:18]([O:17][C:13]([CH3:16])([CH3:14])[CH3:15])=[O:19])[CH2:21]4)[C:28]=3[N:29]=[C:30]([C:39]3[CH:40]=[CH:41][C:42]([NH:45][C:5](=[O:11])[NH:55][C:52]4[CH:47]=[CH:48][N:49]=[CH:50][CH:51]=4)=[CH:43][CH:44]=3)[N:31]=2)[CH2:34][CH2:35][O:36][CH2:37][CH2:38]1. (5) Given the reactants Cl[C:2]1([O:10][CH3:11])[C:7]([O:8][CH3:9])=[CH:6][N:5]=[CH:4][NH:3]1.[F:12][C:13]1[CH:18]=[CH:17][C:16](B(O)O)=[CH:15][CH:14]=1.C([O-])([O-])=O.[Na+].[Na+], predict the reaction product. The product is: [F:12][C:13]1[CH:18]=[CH:17][C:16]([C:6]2[C:7]([O:8][CH3:9])=[C:2]([O:10][CH3:11])[N:3]=[CH:4][N:5]=2)=[CH:15][CH:14]=1.